Predict the product of the given reaction. From a dataset of Forward reaction prediction with 1.9M reactions from USPTO patents (1976-2016). Given the reactants [C:1]([CH:5]1[CH2:8][C:7](=[O:9])[C:6]1(Cl)Cl)([CH3:4])([CH3:3])[CH3:2], predict the reaction product. The product is: [C:1]([CH:5]1[CH2:8][C:7](=[O:9])[CH2:6]1)([CH3:4])([CH3:3])[CH3:2].